This data is from Forward reaction prediction with 1.9M reactions from USPTO patents (1976-2016). The task is: Predict the product of the given reaction. (1) Given the reactants C([O:3][C:4]([C:6]1[S:10][C:9]([NH:11][O:12][C:13]([O:15][C:16]([CH3:19])([CH3:18])[CH3:17])=[O:14])=[N:8][C:7]=1C)=[O:5])C.[OH-].[Na+], predict the reaction product. The product is: [C:16]([O:15][C:13]([O:12][NH:11][C:9]1[S:10][C:6]([C:4]([OH:5])=[O:3])=[CH:7][N:8]=1)=[O:14])([CH3:19])([CH3:17])[CH3:18]. (2) Given the reactants OC[CH2:3][S:4][S:5][CH2:6][CH2:7][OH:8].N1C=CN=C1.[C:14](Cl)(=[O:16])[CH3:15].CN(C=[O:22])C, predict the reaction product. The product is: [C:14]([O:8][CH2:7][CH2:6][S:5][S:4][CH2:3][OH:22])(=[O:16])[CH3:15].